The task is: Binary Classification. Given a miRNA mature sequence and a target amino acid sequence, predict their likelihood of interaction.. This data is from Experimentally validated miRNA-target interactions with 360,000+ pairs, plus equal number of negative samples. (1) The protein sequence of the target gene is MSKSRAEAAAGAPGIILRYLQEQNRPYSAQDVFGNLQKEHGLGKAAVVKALDQLAQEGKIKEKTYGKQKIYFADQNQFDTVSDADLHGLDASIVALTAKVQSLQQSCRHMEAELKELTSALTTPEMQKEIQELKKECAQYTERLKNIKAATNHVTPEEKEKVYRDRQKYCKEWRKRKRMTTELCDAILEGYPKSKKQFFEEVGIETDEDHNVLLPDP. Result: 0 (no interaction). The miRNA is hsa-miR-550b-2-5p with sequence AUGUGCCUGAGGGAGUAAGACA. (2) The miRNA is mmu-miR-6973a-3p with sequence CACUCUAACCCUACCUACCCAU. The protein sequence of the target gene is MGPPESAAELAAEAVELREPELQLADPASPGEEHVDVEAEGAPGRGRCWPCGAWACGSRGEPEAKKKAPCPGLGLFYTVLSAFLFSVASLFVKKVQGVHAVEISAFRCVVQMLVIIPCLIYRKTGFIGPKGQRLFLFLRGVFGSSAMILMYYAFQTTSLADATVIAFSCPVFTSIFAWIFLKEKYSLWDAFFTLFAIAGVILIVRPPFIFGSDTSGMRESYSEHIKGTFAAIGHAVLAAITLVILRKMGKSVDYFLSIWYYVILGLPEAIIILFVIGEWSLPYCGLDRLFLILIGLLGLG.... Result: 0 (no interaction). (3) The miRNA is hsa-miR-34b-3p with sequence CAAUCACUAACUCCACUGCCAU. The protein sequence of the target gene is MATSLDFKTYVDQACRAAEEFVNIYYETMDKRRRALTRLYLDKATLIWNGNAVSGLDALNNFFDTLPSSEFQVNMLDCQPVHEQATQSQTTVLVVTSGTVKFDGNKQHFFNQNFLLTAQSTPNNTVWKIASDCFRFQDWSSS. Result: 1 (interaction). (4) The miRNA is hsa-miR-518c-3p with sequence CAAAGCGCUUCUCUUUAGAGUGU. The protein sequence of the target gene is MPTWLWGLLLTAGTLSAALSPGLPASADPCYDEAREPRSCIPGLVNAALGREVLASSTCGRSANRVCDSSDPQRAHSADLLTSAPGTASPLCWRSDLLQQAPFNVTLTVPLGKAFELVFVSLRFCSAPPTSVALLKSQDHGRSWVPLGFFSSSCTLDYGRLPAPADGPSGPGPEALCFPAPQAQPDGGGLLAFSVQDGSPQGLDLDNSPVLQDWVTATDIRIVLTRPAIQGDTRDGGVTVPYSYSATELQVGGRCKCNGHASRCLLDTHGHLVCDCQHGTEGPDCSRCKPFYCDRPWQRA.... Result: 0 (no interaction). (5) The miRNA is hsa-miR-3529-3p with sequence AACAACAAAAUCACUAGUCUUCCA. The protein sequence of the target gene is MFDTTPHSGRSTPSSSPSLRKRLQLLPPSRPPPEPEPGTMVEKGSDSSSEKGGVPGTPSTQSLGSRNFIRNSKKMQSWYSMLSPTYKQRNEDFRKLFSKLPEAERLIVDYSCALQREILLQGRLYLSENWICFYSNIFRWETTISIQLKEVTCLKKEKTAKLIPNAIQICTESEKHFFTSFGARDRCFLLIFRLWQNALLEKTLSPRELWHLVHQCYGSELGLTSEDEDYVSPLQLNGLGTPKEVGDVIALSDITSSGAADRSQEPSPVGSRRGHVTPNLSRASSDADHGAEEDKEEQVD.... Result: 0 (no interaction).